Dataset: NCI-60 drug combinations with 297,098 pairs across 59 cell lines. Task: Regression. Given two drug SMILES strings and cell line genomic features, predict the synergy score measuring deviation from expected non-interaction effect. (1) Drug 1: C(CC(=O)O)C(=O)CN.Cl. Drug 2: CC(C)CN1C=NC2=C1C3=CC=CC=C3N=C2N. Cell line: NCI/ADR-RES. Synergy scores: CSS=10.3, Synergy_ZIP=-5.15, Synergy_Bliss=-1.63, Synergy_Loewe=1.94, Synergy_HSA=1.96. (2) Drug 1: CS(=O)(=O)C1=CC(=C(C=C1)C(=O)NC2=CC(=C(C=C2)Cl)C3=CC=CC=N3)Cl. Drug 2: C1=CN(C(=O)N=C1N)C2C(C(C(O2)CO)O)O.Cl. Cell line: U251. Synergy scores: CSS=9.69, Synergy_ZIP=-7.11, Synergy_Bliss=-2.27, Synergy_Loewe=-13.1, Synergy_HSA=-1.21. (3) Drug 1: CCC1=C2CN3C(=CC4=C(C3=O)COC(=O)C4(CC)O)C2=NC5=C1C=C(C=C5)O. Drug 2: C1C(C(OC1N2C=NC(=NC2=O)N)CO)O. Synergy scores: CSS=67.9, Synergy_ZIP=1.42, Synergy_Bliss=1.91, Synergy_Loewe=-0.160, Synergy_HSA=5.24. Cell line: DU-145. (4) Drug 1: CC12CCC3C(C1CCC2=O)CC(=C)C4=CC(=O)C=CC34C. Drug 2: CC1C(C(CC(O1)OC2CC(CC3=C2C(=C4C(=C3O)C(=O)C5=CC=CC=C5C4=O)O)(C(=O)C)O)N)O. Cell line: MOLT-4. Synergy scores: CSS=42.5, Synergy_ZIP=1.93, Synergy_Bliss=-0.703, Synergy_Loewe=-23.0, Synergy_HSA=-1.64. (5) Drug 2: C1CCC(CC1)NC(=O)N(CCCl)N=O. Cell line: RXF 393. Drug 1: CCCS(=O)(=O)NC1=C(C(=C(C=C1)F)C(=O)C2=CNC3=C2C=C(C=N3)C4=CC=C(C=C4)Cl)F. Synergy scores: CSS=20.4, Synergy_ZIP=-1.24, Synergy_Bliss=8.44, Synergy_Loewe=9.30, Synergy_HSA=10.2. (6) Drug 1: C1=C(C(=O)NC(=O)N1)N(CCCl)CCCl. Drug 2: C1CC(=O)NC(=O)C1N2C(=O)C3=CC=CC=C3C2=O. Cell line: RPMI-8226. Synergy scores: CSS=36.3, Synergy_ZIP=5.62, Synergy_Bliss=6.01, Synergy_Loewe=-8.81, Synergy_HSA=3.92. (7) Drug 1: CC1=CC2C(CCC3(C2CCC3(C(=O)C)OC(=O)C)C)C4(C1=CC(=O)CC4)C. Drug 2: CC1=CC=C(C=C1)C2=CC(=NN2C3=CC=C(C=C3)S(=O)(=O)N)C(F)(F)F. Cell line: SK-MEL-5. Synergy scores: CSS=-9.82, Synergy_ZIP=5.45, Synergy_Bliss=-0.888, Synergy_Loewe=-12.6, Synergy_HSA=-11.1. (8) Drug 1: C1=NC(=NC(=O)N1C2C(C(C(O2)CO)O)O)N. Drug 2: CCCCC(=O)OCC(=O)C1(CC(C2=C(C1)C(=C3C(=C2O)C(=O)C4=C(C3=O)C=CC=C4OC)O)OC5CC(C(C(O5)C)O)NC(=O)C(F)(F)F)O. Cell line: NCI/ADR-RES. Synergy scores: CSS=2.69, Synergy_ZIP=0.348, Synergy_Bliss=6.00, Synergy_Loewe=-2.33, Synergy_HSA=1.59. (9) Drug 1: CC1=C(C(CCC1)(C)C)C=CC(=CC=CC(=CC(=O)O)C)C. Drug 2: CN1C(=O)N2C=NC(=C2N=N1)C(=O)N. Cell line: ACHN. Synergy scores: CSS=4.71, Synergy_ZIP=-1.30, Synergy_Bliss=-0.231, Synergy_Loewe=-2.70, Synergy_HSA=-0.0169.